From a dataset of Full USPTO retrosynthesis dataset with 1.9M reactions from patents (1976-2016). Predict the reactants needed to synthesize the given product. Given the product [CH3:47][C:35]1[N:34]([CH2:33][C:30]2[CH:31]=[CH:32][C:27]([C:22]3[C:21]([C:19]([OH:20])=[O:18])=[CH:26][CH:25]=[CH:24][CH:23]=3)=[CH:28][CH:29]=2)[C:42]2[C:37]([C:36]=1[CH3:46])=[CH:38][C:39]([C:43](=[O:44])[NH:11][C@H:9]([C:5]1[CH:6]=[CH:7][CH:8]=[C:3]([C:2]([F:12])([F:13])[F:1])[CH:4]=1)[CH3:10])=[CH:40][CH:41]=2, predict the reactants needed to synthesize it. The reactants are: [F:1][C:2]([F:13])([F:12])[C:3]1[CH:4]=[C:5]([C@@H:9]([NH2:11])[CH3:10])[CH:6]=[CH:7][CH:8]=1.C([O:18][C:19]([C:21]1[CH:26]=[CH:25][CH:24]=[CH:23][C:22]=1[C:27]1[CH:32]=[CH:31][C:30]([CH2:33][N:34]2[C:42]3[C:37](=[CH:38][C:39]([C:43](O)=[O:44])=[CH:40][CH:41]=3)[C:36]([CH3:46])=[C:35]2[CH3:47])=[CH:29][CH:28]=1)=[O:20])(C)(C)C.